From a dataset of Peptide-MHC class I binding affinity with 185,985 pairs from IEDB/IMGT. Regression. Given a peptide amino acid sequence and an MHC pseudo amino acid sequence, predict their binding affinity value. This is MHC class I binding data. (1) The peptide sequence is AAHSARPPPY. The MHC is HLA-A01:01 with pseudo-sequence HLA-A01:01. The binding affinity (normalized) is 0.0902. (2) The peptide sequence is FVAAFDHFY. The MHC is HLA-A02:01 with pseudo-sequence HLA-A02:01. The binding affinity (normalized) is 0.0847.